The task is: Predict the product of the given reaction.. This data is from Forward reaction prediction with 1.9M reactions from USPTO patents (1976-2016). Given the reactants [I:1][C:2]1[CH:7]=[CH:6][C:5]([C:8]23[CH2:24][C:12]4([C:25]5[CH:30]=[CH:29][C:28]([I:31])=[CH:27][CH:26]=5)[CH2:13][C:14]([C:17]5[CH:22]=[CH:21][C:20](I)=[CH:19][CH:18]=5)([CH2:16][C:10]([C:32]5[CH:37]=[CH:36][C:35]([I:38])=[CH:34][CH:33]=5)([CH2:11]4)[CH2:9]2)[CH2:15]3)=[CH:4][CH:3]=1.[CH2:39]([OH:43])[CH2:40][C:41]#[CH:42].C(N(CC)CC)C.O, predict the reaction product. The product is: [OH:43][CH2:39][CH2:40][C:41]#[C:42][C:20]1[CH:19]=[CH:18][C:17]([C:14]23[CH2:13][C:12]4([C:25]5[CH:30]=[CH:29][C:28]([I:31])=[CH:27][CH:26]=5)[CH2:24][C:8]([C:5]5[CH:6]=[CH:7][C:2]([I:1])=[CH:3][CH:4]=5)([CH2:9][C:10]([C:32]5[CH:37]=[CH:36][C:35]([I:38])=[CH:34][CH:33]=5)([CH2:11]4)[CH2:16]2)[CH2:15]3)=[CH:22][CH:21]=1.